Task: Predict the reaction yield, written as a fraction of the theoretical maximum amount of product (1.0 means a 100% yield; for example, 0.34 means a 34% yield).. Dataset: Reaction yield outcomes from USPTO patents with 853,638 reactions (1) The reactants are [H-].[Al+3].[Li+].[H-].[H-].[H-].[CH3:7][O:8][CH2:9][C@H:10]([CH3:44])[O:11][C:12]1[CH:13]=[C:14]([C:29]2[NH:33][C:32]([C:34]3[S:35][C:36]([C:39](OCC)=[O:40])=[CH:37][N:38]=3)=[CH:31][CH:30]=2)[CH:15]=[C:16]([O:18][C:19]2[CH:24]=[CH:23][C:22]([S:25]([CH3:28])(=[O:27])=[O:26])=[CH:21][CH:20]=2)[CH:17]=1.O.[OH-].[Na+]. The catalyst is O1CCCC1. The product is [CH3:7][O:8][CH2:9][C@H:10]([CH3:44])[O:11][C:12]1[CH:13]=[C:14]([C:29]2[NH:33][C:32]([C:34]3[S:35][C:36]([CH2:39][OH:40])=[CH:37][N:38]=3)=[CH:31][CH:30]=2)[CH:15]=[C:16]([O:18][C:19]2[CH:24]=[CH:23][C:22]([S:25]([CH3:28])(=[O:27])=[O:26])=[CH:21][CH:20]=2)[CH:17]=1. The yield is 0.490. (2) The reactants are [C:1]([C:5]1[O:9][C:8](=[O:10])[O:7][C:6]=1[C:11]([O:13]CC1C=CC=CC=1)=[O:12])([CH3:4])([CH3:3])[CH3:2]. The catalyst is C(O)C.[OH-].[OH-].[Pd+2]. The product is [C:1]([C:5]1[O:9][C:8](=[O:10])[O:7][C:6]=1[C:11]([OH:13])=[O:12])([CH3:4])([CH3:2])[CH3:3]. The yield is 0.940. (3) The reactants are [C:1]1([S:7]([NH:10][C@@H:11]([CH3:48])[C:12]([NH:14][C@@H:15]([CH2:39][C:40]2[CH:45]=[CH:44][C:43]([O:46][CH3:47])=[CH:42][CH:41]=2)[C:16]([NH:18][CH:19]([CH2:32][C:33]2[CH:38]=[CH:37][CH:36]=[CH:35][CH:34]=2)[C@H:20]([OH:31])[C:21]([NH:23][CH2:24][C:25]2[CH:30]=[CH:29][CH:28]=[CH:27][CH:26]=2)=[O:22])=[O:17])=[O:13])(=[O:9])=[O:8])[CH:6]=[CH:5][CH:4]=[CH:3][CH:2]=1.CC(OI1(OC(C)=O)(OC(C)=O)OC(=O)C2C=CC=CC1=2)=O. The catalyst is ClCCl. The product is [C:1]1([S:7]([NH:10][C@@H:11]([CH3:48])[C:12]([NH:14][C@@H:15]([CH2:39][C:40]2[CH:45]=[CH:44][C:43]([O:46][CH3:47])=[CH:42][CH:41]=2)[C:16]([NH:18][C@@H:19]([CH2:32][C:33]2[CH:38]=[CH:37][CH:36]=[CH:35][CH:34]=2)[C:20](=[O:31])[C:21]([NH:23][CH2:24][C:25]2[CH:30]=[CH:29][CH:28]=[CH:27][CH:26]=2)=[O:22])=[O:17])=[O:13])(=[O:9])=[O:8])[CH:6]=[CH:5][CH:4]=[CH:3][CH:2]=1. The yield is 0.600. (4) The reactants are [CH3:1][O:2][C:3]1[CH:4]=[C:5]2[C:10](=[CH:11][C:12]=1[O:13][CH2:14][CH:15]1[CH2:20][CH2:19][N:18]([CH3:21])[CH2:17][CH2:16]1)[N:9]=[CH:8][NH:7][C:6]2=O.CN(C=O)C.S(Cl)([Cl:30])=O. No catalyst specified. The product is [Cl:30][C:6]1[C:5]2[C:10](=[CH:11][C:12]([O:13][CH2:14][CH:15]3[CH2:20][CH2:19][N:18]([CH3:21])[CH2:17][CH2:16]3)=[C:3]([O:2][CH3:1])[CH:4]=2)[N:9]=[CH:8][N:7]=1. The yield is 0.980. (5) The reactants are [OH:1][C:2]1[CH:11]=[C:10]2[C:5]([CH:6]=[CH:7][CH:8]=[C:9]2[N:12]2[CH2:17][CH2:16][N:15]([CH3:18])[CH2:14][CH2:13]2)=[CH:4][CH:3]=1.C1(P(C2C=CC=CC=2)C2C=CC=CC=2)C=CC=CC=1.[F:38][C:39]([F:49])([F:48])[C:40]1[CH:47]=[CH:46][C:43]([CH2:44]O)=[CH:42][CH:41]=1.N(C(OCC)=O)=NC(OCC)=O. The catalyst is C1COCC1. The product is [F:38][C:39]([F:48])([F:49])[C:40]1[CH:47]=[CH:46][C:43]([CH2:44][O:1][C:2]2[CH:11]=[C:10]3[C:5]([CH:6]=[CH:7][CH:8]=[C:9]3[N:12]3[CH2:17][CH2:16][N:15]([CH3:18])[CH2:14][CH2:13]3)=[CH:4][CH:3]=2)=[CH:42][CH:41]=1. The yield is 0.720. (6) The reactants are [F:1][C:2]([F:29])([CH:8](OS(C1C=CC(C)=CC=1)(=O)=O)[C:9]1[CH:14]=[CH:13][C:12]([N+:15]([O-])=O)=[CH:11][CH:10]=1)[C:3]([O:5][CH2:6][CH3:7])=[O:4].C(=O)([O-])O.[Na+]. The catalyst is C(OCC)(=O)C.[C].[Pd]. The product is [NH2:15][C:12]1[CH:13]=[CH:14][C:9]([CH2:8][C:2]([F:1])([F:29])[C:3]([O:5][CH2:6][CH3:7])=[O:4])=[CH:10][CH:11]=1. The yield is 0.400. (7) The reactants are C([O:3][C:4](=[O:30])[CH2:5][CH:6]1[S:10][C:9]([C:11]2[NH:12][C:13]3[C:18]([CH:19]=2)=[CH:17][CH:16]=[CH:15][C:14]=3[N:20]([CH3:29])[S:21]([C:24]2[S:25][CH:26]=[CH:27][N:28]=2)(=[O:23])=[O:22])=[N:8][CH2:7]1)C.O1CCCC1.C(O)C.[OH-].[Na+]. The catalyst is C(OCC)(=O)C.Cl. The product is [CH3:29][N:20]([S:21]([C:24]1[S:25][CH:26]=[CH:27][N:28]=1)(=[O:22])=[O:23])[C:14]1[CH:15]=[CH:16][CH:17]=[C:18]2[C:13]=1[NH:12][C:11]([C:9]1[S:10][CH:6]([CH2:5][C:4]([OH:30])=[O:3])[CH2:7][N:8]=1)=[CH:19]2. The yield is 0.980.